Dataset: Full USPTO retrosynthesis dataset with 1.9M reactions from patents (1976-2016). Task: Predict the reactants needed to synthesize the given product. Given the product [OH:19][C:16]([CH3:18])([CH3:17])[CH2:15][N:14]([CH2:20][C:21]1[S:25][C:24]([Cl:26])=[N:23][C:22]=1[Cl:27])[CH:11]1[CH2:10][CH2:9][NH:8][CH2:13][CH2:12]1, predict the reactants needed to synthesize it. The reactants are: C(OC([N:8]1[CH2:13][CH2:12][CH:11]([N:14]([CH2:20][C:21]2[S:25][C:24]([Cl:26])=[N:23][C:22]=2[Cl:27])[CH2:15][C:16]([OH:19])([CH3:18])[CH3:17])[CH2:10][CH2:9]1)=O)(C)(C)C.C1(OC)C=CC=CC=1.FC(F)(F)C(O)=O.